From a dataset of Reaction yield outcomes from USPTO patents with 853,638 reactions. Predict the reaction yield, written as a fraction of the theoretical maximum amount of product (1.0 means a 100% yield; for example, 0.34 means a 34% yield). (1) The reactants are P(Cl)(Cl)([Cl:3])=O.[CH2:6]([N:8]([CH2:27][CH3:28])[C:9](=[O:26])[C:10]1[CH:15]=[CH:14][C:13]([O:16][CH3:17])=[CH:12][C:11]=1[C:18]1[C:23]([CH3:24])=[CH:22][CH:21]=[CH:20][N+:19]=1[O-])[CH3:7].C([O-])(=O)C.[NH4+]. The catalyst is CN(C=O)C. The product is [Cl:3][C:20]1[N:19]=[C:18]([C:11]2[CH:12]=[C:13]([O:16][CH3:17])[CH:14]=[CH:15][C:10]=2[C:9]([N:8]([CH2:27][CH3:28])[CH2:6][CH3:7])=[O:26])[C:23]([CH3:24])=[CH:22][CH:21]=1. The yield is 0.600. (2) The reactants are [Cl:1][C:2]1[CH:3]=[C:4]([NH:15][C:16]2[C:25]3[C:20](=[CH:21][CH:22]=[CH:23][C:24]=3[O:26][CH2:27][C@H:28]3[CH2:32][CH2:31][CH2:30][NH:29]3)[N:19]=[CH:18][N:17]=2)[CH:5]=[CH:6][C:7]=1[O:8][C:9]1[CH:10]=[N:11][CH:12]=[CH:13][CH:14]=1.C([O:36][CH2:37][C:38](Cl)=[O:39])(=O)C. No catalyst specified. The product is [Cl:1][C:2]1[CH:3]=[C:4]([NH:15][C:16]2[C:25]3[C:20](=[CH:21][CH:22]=[CH:23][C:24]=3[O:26][CH2:27][C@H:28]3[CH2:32][CH2:31][CH2:30][N:29]3[C:37](=[O:36])[CH2:38][OH:39])[N:19]=[CH:18][N:17]=2)[CH:5]=[CH:6][C:7]=1[O:8][C:9]1[CH:10]=[N:11][CH:12]=[CH:13][CH:14]=1. The yield is 0.490. (3) The reactants are [N:1]1[CH:6]=[CH:5][CH:4]=[C:3]([N:7]2[C:15]3[C:10](=[CH:11][CH:12]=[CH:13][CH:14]=3)[CH:9]=[CH:8]2)[CH:2]=1.ClN1C(=[O:22])CCC1=O. No catalyst specified. The product is [N:1]1[CH:6]=[CH:5][CH:4]=[C:3]([N:7]2[C:15]3[C:10](=[CH:11][CH:12]=[CH:13][CH:14]=3)[CH2:9][C:8]2=[O:22])[CH:2]=1. The yield is 0.590. (4) The reactants are [Cl:1][C:2]1[C:7]([C:8]([O:10][CH2:11][CH3:12])=[O:9])=[CH:6][CH:5]=[C:4](Cl)[N:3]=1.[C:14]([CH:16]1[CH2:18][CH2:17]1)#[CH:15]. The catalyst is C1(C)C=CC=CC=1.C(N(CC)CC)C.[Cu]I.[Pd](Cl)Cl.C1(P(C2C=CC=CC=2)C2C=CC=CC=2)C=CC=CC=1.C1(P(C2C=CC=CC=2)C2C=CC=CC=2)C=CC=CC=1. The product is [Cl:1][C:2]1[C:7]([C:8]([O:10][CH2:11][CH3:12])=[O:9])=[CH:6][CH:5]=[C:4]([C:15]#[C:14][CH:16]2[CH2:18][CH2:17]2)[N:3]=1. The yield is 0.310. (5) The reactants are C(O)(=O)C.[Br:5][C:6]1[CH:13]=[N:12][CH:11]=[CH:10][C:7]=1[CH:8]=O.[NH:14]1[CH2:18][CH2:17][CH2:16][CH2:15]1.C(O[BH-](OC(=O)C)OC(=O)C)(=O)C.[Na+]. The catalyst is ClCCCl.CCCCCC.C(OC(=O)C)C. The product is [Br:5][C:6]1[CH:13]=[N:12][CH:11]=[CH:10][C:7]=1[CH2:8][N:14]1[CH2:18][CH2:17][CH2:16][CH2:15]1. The yield is 0.965. (6) The reactants are Br[C:2]1[O:6][C:5]([CH3:7])=[C:4]([CH:8]=[O:9])[CH:3]=1.[CH3:10][C:11]1[CH:16]=[CH:15][C:14](B2OC(C)(C)C(C)(C)O2)=[CH:13][N:12]=1.C(=O)([O-])[O-].[Na+].[Na+].COCCOC. The catalyst is C1C=CC([P]([Pd]([P](C2C=CC=CC=2)(C2C=CC=CC=2)C2C=CC=CC=2)([P](C2C=CC=CC=2)(C2C=CC=CC=2)C2C=CC=CC=2)[P](C2C=CC=CC=2)(C2C=CC=CC=2)C2C=CC=CC=2)(C2C=CC=CC=2)C2C=CC=CC=2)=CC=1.O. The product is [CH3:10][C:11]1[N:12]=[CH:13][C:14]([C:2]2[O:6][C:5]([CH3:7])=[C:4]([CH:8]=[O:9])[CH:3]=2)=[CH:15][CH:16]=1. The yield is 0.820. (7) The reactants are [N:1]1[CH:6]=[CH:5][CH:4]=[C:3]([CH2:7][C:8]([O:10][CH2:11][CH3:12])=[O:9])[N:2]=1.[N:13]([O-])=[O:14].[Na+]. The catalyst is C(O)(=O)C.O. The product is [OH:14]/[N:13]=[C:7](\[C:3]1[N:2]=[N:1][CH:6]=[CH:5][CH:4]=1)/[C:8]([O:10][CH2:11][CH3:12])=[O:9]. The yield is 0.470.